This data is from Peptide-MHC class II binding affinity with 134,281 pairs from IEDB. The task is: Regression. Given a peptide amino acid sequence and an MHC pseudo amino acid sequence, predict their binding affinity value. This is MHC class II binding data. The peptide sequence is GRKRPIVRILRRVHH. The MHC is DRB3_0202 with pseudo-sequence DRB3_0202. The binding affinity (normalized) is 0.235.